The task is: Predict which catalyst facilitates the given reaction.. This data is from Catalyst prediction with 721,799 reactions and 888 catalyst types from USPTO. (1) Reactant: [CH3:1][NH:2][CH2:3][CH2:4][CH2:5][CH3:6].[N:7]([C:10]([CH3:16])([CH3:15])[CH2:11][C:12](Cl)=[O:13])=[N+:8]=[N-:9]. Product: [N:7]([C:10]([CH3:16])([CH3:15])[CH2:11][C:12]([N:2]([CH2:3][CH2:4][CH2:5][CH3:6])[CH3:1])=[O:13])=[N+:8]=[N-:9]. The catalyst class is: 26. (2) Reactant: [C:1]([C:4]1[C:12]2[C:7](=[CH:8][CH:9]=[C:10]([Cl:13])[CH:11]=2)[NH:6][CH:5]=1)(=[O:3])[CH3:2].C1(P(C2C=CC=CC=2)C2C=CC=CC=2)C=CC=CC=1.[CH2:33](O)[CH2:34][C:35]1[CH:40]=[CH:39][CH:38]=[CH:37][CH:36]=1.N(C(OC(C)C)=O)=NC(OC(C)C)=O. Product: [C:1]([C:4]1[C:12]2[C:7](=[CH:8][CH:9]=[C:10]([Cl:13])[CH:11]=2)[N:6]([CH2:33][CH2:34][C:35]2[CH:40]=[CH:39][CH:38]=[CH:37][CH:36]=2)[CH:5]=1)(=[O:3])[CH3:2]. The catalyst class is: 1.